This data is from Full USPTO retrosynthesis dataset with 1.9M reactions from patents (1976-2016). The task is: Predict the reactants needed to synthesize the given product. (1) Given the product [CH:14]([O:13][C:11]([N:8]1[CH2:7][CH2:6][C:5](=[O:4])[CH2:10][CH2:9]1)=[O:12])([CH3:16])[CH3:15], predict the reactants needed to synthesize it. The reactants are: O1[C:5]2([CH2:10][CH2:9][N:8]([C:11]([O:13][CH:14]([CH3:16])[CH3:15])=[O:12])[CH2:7][CH2:6]2)[O:4]CC1.Cl. (2) Given the product [Br:1][CH:2]([CH2:6][CH2:7][O:8][CH2:9][CH2:10][O:11][CH3:12])[C:3]([NH:13][C:14]1[S:15][CH:16]=[C:17]([CH3:19])[N:18]=1)=[O:5], predict the reactants needed to synthesize it. The reactants are: [Br:1][CH:2]([CH2:6][CH2:7][O:8][CH2:9][CH2:10][O:11][CH3:12])[C:3]([OH:5])=O.[NH2:13][C:14]1[S:15][CH:16]=[C:17]([CH3:19])[N:18]=1.CCN(C(C)C)C(C)C.O. (3) Given the product [CH3:9][C:4]1[CH:5]=[C:6]([CH3:8])[CH:7]=[C:2]([C:14]2[CH:15]=[CH:16][N:11]=[CH:12][CH:13]=2)[C:3]=1[OH:10], predict the reactants needed to synthesize it. The reactants are: Br[C:2]1[CH:7]=[C:6]([CH3:8])[CH:5]=[C:4]([CH3:9])[C:3]=1[OH:10].[N:11]1[CH:16]=[CH:15][C:14](B(O)O)=[CH:13][CH:12]=1.C(=O)([O-])[O-].[Na+].[Na+].O. (4) Given the product [CH2:1]([O:8][C:9](=[O:10])[NH:11][CH2:12][C@H:13]1[CH2:14][C@H:15]([NH:23][C:24]([O:26][C:27]([CH3:28])([CH3:29])[CH3:30])=[O:25])[C:16](=[O:18])[O:31]1)[C:2]1[CH:3]=[CH:4][CH:5]=[CH:6][CH:7]=1, predict the reactants needed to synthesize it. The reactants are: [CH2:1]([O:8][C:9]([NH:11][CH2:12][C@H:13]([OH:31])[CH2:14][C@H:15]([NH:23][C:24]([O:26][C:27]([CH3:30])([CH3:29])[CH3:28])=[O:25])[C:16]([O:18]C(C)(C)C)=O)=[O:10])[C:2]1[CH:7]=[CH:6][CH:5]=[CH:4][CH:3]=1.C(OC(OC(C)(C)C)=O)(OC(C)(C)C)=O.C(N(CC)CC)C. (5) Given the product [Cl:1][C:2]1[C:10]2[S:9][C:8]([S:11]([CH3:12])=[O:32])=[N:7][C:6]=2[CH:5]=[CH:4][C:3]=1[O:13][C:14]1[CH:19]=[CH:18][N:17]=[C:16]([C:20]([NH:22][CH3:23])=[O:21])[CH:15]=1, predict the reactants needed to synthesize it. The reactants are: [Cl:1][C:2]1[C:10]2[S:9][C:8]([S:11][CH3:12])=[N:7][C:6]=2[CH:5]=[CH:4][C:3]=1[O:13][C:14]1[CH:19]=[CH:18][N:17]=[C:16]([C:20]([NH:22][CH3:23])=[O:21])[CH:15]=1.C1C=C(Cl)C=C(C(OO)=[O:32])C=1. (6) Given the product [NH3:1].[CH2:48]([Cl:50])[Cl:49].[CH:19](=[C:26]1[CH2:31][CH2:30][N:29]([CH2:15][C:14]2[CH:17]=[CH:18][C:11]([O:10][CH2:9][CH2:8][CH2:7][N:1]3[CH2:6][CH2:5][CH2:4][CH2:3][CH2:2]3)=[CH:12][CH:13]=2)[CH2:28][CH2:27]1)[C:20]1[CH:25]=[CH:24][CH:23]=[CH:22][CH:21]=1, predict the reactants needed to synthesize it. The reactants are: [N:1]1([CH2:7][CH2:8][CH2:9][O:10][C:11]2[CH:18]=[CH:17][C:14]([CH:15]=O)=[CH:13][CH:12]=2)[CH2:6][CH2:5][CH2:4][CH2:3][CH2:2]1.[CH:19](=[C:26]1[CH2:31][CH2:30][NH:29][CH2:28][CH2:27]1)[C:20]1[CH:25]=[CH:24][CH:23]=[CH:22][CH:21]=1.C(O[BH-](OC(=O)C)OC(=O)C)(=O)C.[Na+].[OH-].[Na+].[CH2:48]([Cl:50])[Cl:49]. (7) Given the product [F:35][C:32]1[CH:31]=[CH:30][C:29]([N:14]2[C@H:13]([C:10]3[CH:11]=[CH:12][C:7]([C:48]4[CH:49]=[CH:50][C:45]([OH:44])=[CH:46][CH:47]=4)=[CH:8][CH:9]=3)[C@@H:16]([CH2:17][CH2:18][C@@H:19]([C:21]3[CH:22]=[CH:23][C:24]([F:27])=[CH:25][CH:26]=3)[OH:20])[C:15]2=[O:28])=[CH:34][CH:33]=1, predict the reactants needed to synthesize it. The reactants are: FC(F)(F)S(O[C:7]1[CH:12]=[CH:11][C:10]([C@@H:13]2[C@@H:16]([CH2:17][CH2:18][C@@H:19]([C:21]3[CH:26]=[CH:25][C:24]([F:27])=[CH:23][CH:22]=3)[OH:20])[C:15](=[O:28])[N:14]2[C:29]2[CH:34]=[CH:33][C:32]([F:35])=[CH:31][CH:30]=2)=[CH:9][CH:8]=1)(=O)=O.C(=O)([O-])[O-].[K+].[K+].[OH:44][C:45]1[CH:50]=[CH:49][C:48](B(O)O)=[CH:47][CH:46]=1.